Dataset: Retrosynthesis with 50K atom-mapped reactions and 10 reaction types from USPTO. Task: Predict the reactants needed to synthesize the given product. (1) Given the product O=C(NCc1cccc(Oc2ccccc2)c1)Oc1ccccc1, predict the reactants needed to synthesize it. The reactants are: NCc1cccc(Oc2ccccc2)c1.O=C(Cl)Oc1ccccc1. (2) Given the product CON=C(CSC)C(=O)O, predict the reactants needed to synthesize it. The reactants are: CCOC(=O)C(CSC)=NOC. (3) Given the product C[C@@H]1N(c2ccc(C#N)c(Cl)c2)C(=O)C[C@]1(C)O, predict the reactants needed to synthesize it. The reactants are: C[C@@H]1NC(=O)C[C@]1(C)O.N#Cc1ccc(Br)cc1Cl. (4) Given the product COCCOc1cc(NC(=O)OC(C)(C)C)cc([N+](=O)[O-])c1, predict the reactants needed to synthesize it. The reactants are: CC(C)(C)OC(=O)OC(=O)OC(C)(C)C.COCCOc1cc(N)cc([N+](=O)[O-])c1.